From a dataset of NCI-60 drug combinations with 297,098 pairs across 59 cell lines. Regression. Given two drug SMILES strings and cell line genomic features, predict the synergy score measuring deviation from expected non-interaction effect. (1) Drug 1: C1=CC(=CC=C1CCC2=CNC3=C2C(=O)NC(=N3)N)C(=O)NC(CCC(=O)O)C(=O)O. Drug 2: C1=NNC2=C1C(=O)NC=N2. Cell line: SK-MEL-5. Synergy scores: CSS=13.1, Synergy_ZIP=3.62, Synergy_Bliss=11.0, Synergy_Loewe=-3.58, Synergy_HSA=6.95. (2) Drug 1: CNC(=O)C1=CC=CC=C1SC2=CC3=C(C=C2)C(=NN3)C=CC4=CC=CC=N4. Synergy scores: CSS=2.40, Synergy_ZIP=-0.432, Synergy_Bliss=1.32, Synergy_Loewe=-2.43, Synergy_HSA=0.337. Cell line: NCI-H460. Drug 2: CCC(=C(C1=CC=CC=C1)C2=CC=C(C=C2)OCCN(C)C)C3=CC=CC=C3.C(C(=O)O)C(CC(=O)O)(C(=O)O)O. (3) Drug 1: CN(CCCl)CCCl.Cl. Cell line: RXF 393. Drug 2: C(CCl)NC(=O)N(CCCl)N=O. Synergy scores: CSS=5.18, Synergy_ZIP=0.117, Synergy_Bliss=1.59, Synergy_Loewe=-2.83, Synergy_HSA=-2.36.